This data is from Full USPTO retrosynthesis dataset with 1.9M reactions from patents (1976-2016). The task is: Predict the reactants needed to synthesize the given product. Given the product [C:1]([O:5][C:6]([N:8]1[CH2:12][CH2:11][CH2:10][C@@H:9]1[CH2:13][O:14][C:15]1[CH:20]=[CH:19][C:18]([O:21][CH2:26][C:25]2[CH:28]=[CH:29][C:30]([F:31])=[C:23]([F:22])[CH:24]=2)=[CH:17][CH:16]=1)=[O:7])([CH3:4])([CH3:2])[CH3:3], predict the reactants needed to synthesize it. The reactants are: [C:1]([O:5][C:6]([N:8]1[CH2:12][CH2:11][CH2:10][C@@H:9]1[CH2:13][O:14][C:15]1[CH:20]=[CH:19][C:18]([OH:21])=[CH:17][CH:16]=1)=[O:7])([CH3:4])([CH3:3])[CH3:2].[F:22][C:23]1[CH:24]=[C:25]([CH:28]=[CH:29][C:30]=1[F:31])[CH2:26]Br.